This data is from Forward reaction prediction with 1.9M reactions from USPTO patents (1976-2016). The task is: Predict the product of the given reaction. (1) Given the reactants [Cl:1][C:2]1[CH:7]=[CH:6][C:5]([CH:8]([C:20]2[CH:25]=[CH:24][C:23]([Cl:26])=[CH:22][CH:21]=2)[C:9]2[CH:10]=[C:11]3[C:16](=[CH:17][CH:18]=2)[N:15]=[CH:14][N:13]=[C:12]3Cl)=[CH:4][CH:3]=1.[F:27][C:28]([F:39])([F:38])[C:29]1[CH:30]=[C:31]([C@@H:35]([NH2:37])[CH3:36])[CH:32]=[CH:33][CH:34]=1.CC(O)C, predict the reaction product. The product is: [Cl:1][C:2]1[CH:3]=[CH:4][C:5]([CH:8]([C:20]2[CH:25]=[CH:24][C:23]([Cl:26])=[CH:22][CH:21]=2)[C:9]2[CH:10]=[C:11]3[C:16](=[CH:17][CH:18]=2)[N:15]=[CH:14][N:13]=[C:12]3[NH:37][C@H:35]([C:31]2[CH:32]=[CH:33][CH:34]=[C:29]([C:28]([F:27])([F:38])[F:39])[CH:30]=2)[CH3:36])=[CH:6][CH:7]=1. (2) Given the reactants [CH:1]([C:3]1[N:8]=[CH:7][CH:6]=[CH:5][N:4]=1)=[CH2:2].CC(O)=O.[C:13]1([CH:19]([C:23]2[CH:28]=[CH:27][CH:26]=[CH:25][CH:24]=2)[CH2:20][CH2:21][NH2:22])[CH:18]=[CH:17][CH:16]=[CH:15][CH:14]=1, predict the reaction product. The product is: [C:23]1([CH:19]([C:13]2[CH:14]=[CH:15][CH:16]=[CH:17][CH:18]=2)[CH2:20][CH2:21][NH:22][CH2:2][CH2:1][C:3]2[N:8]=[CH:7][CH:6]=[CH:5][N:4]=2)[CH:24]=[CH:25][CH:26]=[CH:27][CH:28]=1. (3) Given the reactants CS([N:5]1[C:27]2[C:22](=[CH:23][C:24]([Cl:28])=[CH:25][CH:26]=2)[C:7]2([CH2:11][CH2:10][N:9]([CH2:12]/[CH:13]=[CH:14]/[C:15]3[CH:20]=[CH:19][C:18]([Cl:21])=[CH:17][CH:16]=3)[CH2:8]2)[CH2:6]1)(=O)=O.[H-].COCCO[Al+]OCCOC.[Na+].[H-], predict the reaction product. The product is: [Cl:28][C:24]1[CH:23]=[C:22]2[C:7]3([CH2:11][CH2:10][N:9]([CH2:12]/[CH:13]=[CH:14]/[C:15]4[CH:16]=[CH:17][C:18]([Cl:21])=[CH:19][CH:20]=4)[CH2:8]3)[CH2:6][NH:5][C:27]2=[CH:26][CH:25]=1. (4) Given the reactants [F:1][C:2]([P:8]([C:17]([F:23])([F:22])[C:18]([F:21])([F:20])[F:19])(=[O:16])[O:9][CH2:10][CH2:11][O:12][CH2:13][CH:14]=[CH2:15])([F:7])[C:3]([F:6])([F:5])[F:4].[N:24]1[CH:29]=[CH:28][CH:27]=[CH:26][CH:25]=1, predict the reaction product. The product is: [F:7][C:2]([P:8]([C:17]([F:22])([F:23])[C:18]([F:21])([F:20])[F:19])(=[O:9])[O-:16])([F:1])[C:3]([F:6])([F:5])[F:4].[CH2:13]([O:12][CH2:11][CH2:10][N+:24]1[CH:29]=[CH:28][CH:27]=[CH:26][CH:25]=1)[CH:14]=[CH2:15]. (5) The product is: [C:1]([O:4][C@@H:5]1[C@@H:18]([O:19][C:20](=[O:22])[CH3:21])[C@H:17]([O:23][C:24](=[O:26])[CH3:25])[CH2:16][S:15][C@H:6]1[O:7][C:8]1[CH:13]=[CH:12][CH:11]=[CH:10][C:9]=1[C:29]1[CH:28]=[N:27][CH:32]=[CH:31][CH:30]=1)(=[O:3])[CH3:2]. Given the reactants [C:1]([O:4][C@@H:5]1[C@@H:18]([O:19][C:20](=[O:22])[CH3:21])[C@H:17]([O:23][C:24](=[O:26])[CH3:25])[CH2:16][S:15][C@H:6]1[O:7][C:8]1[CH:13]=[CH:12][CH:11]=[CH:10][C:9]=1Br)(=[O:3])[CH3:2].[N:27]1[CH:32]=[CH:31][CH:30]=[C:29](B(O)O)[CH:28]=1, predict the reaction product. (6) Given the reactants [C:1]([C:5]1[CH:10]=[CH:9][CH:8]=[CH:7][C:6]=1[NH2:11])([CH3:4])([CH3:3])[CH3:2].[N+:12]([O-])([O-:14])=[O:13].[K+], predict the reaction product. The product is: [C:1]([C:5]1[CH:10]=[CH:9][C:8]([N+:12]([O-:14])=[O:13])=[CH:7][C:6]=1[NH2:11])([CH3:4])([CH3:2])[CH3:3]. (7) Given the reactants O=[C:2]1[CH2:6][CH2:5][O:4][CH2:3]1.[C:7]([O:11][CH2:12][C:13]1[CH:18]=[CH:17][CH:16]=[CH:15][CH:14]=1)(=[O:10])[NH:8][NH2:9], predict the reaction product. The product is: [O:4]1[CH2:5][CH2:6][C:2](=[N:9][NH:8][C:7]([O:11][CH2:12][C:13]2[CH:18]=[CH:17][CH:16]=[CH:15][CH:14]=2)=[O:10])[CH2:3]1. (8) Given the reactants Br[C:2]1[CH:15]=[CH:14][C:5]([CH2:6][O:7][CH:8]2[CH2:13][CH2:12][CH2:11][CH2:10][O:9]2)=[C:4]([F:16])[CH:3]=1.[C:17]1([OH:23])[CH:22]=[CH:21][CH:20]=[CH:19][CH:18]=1.CC(C)(C(=O)CC(=O)C(C)(C)C)C.C(=O)([O-])[O-].[Cs+].[Cs+], predict the reaction product. The product is: [F:16][C:4]1[CH:3]=[C:2]([O:23][C:17]2[CH:22]=[CH:21][CH:20]=[CH:19][CH:18]=2)[CH:15]=[CH:14][C:5]=1[CH2:6][O:7][CH:8]1[CH2:13][CH2:12][CH2:11][CH2:10][O:9]1.